This data is from Catalyst prediction with 721,799 reactions and 888 catalyst types from USPTO. The task is: Predict which catalyst facilitates the given reaction. (1) Reactant: [CH3:1][O:2][C:3]1[CH:4]=[C:5]([N:9](C(OC(C)(C)C)=O)[NH2:10])[CH:6]=[CH:7][CH:8]=1.C(O)(C(F)(F)F)=O. Product: [CH3:1][O:2][C:3]1[CH:4]=[C:5]([NH:9][NH2:10])[CH:6]=[CH:7][CH:8]=1. The catalyst class is: 34. (2) Reactant: [CH2:1]([CH:3]([C:6]1[N:11]2[N:12]=[C:13]([CH3:15])[CH:14]=[C:10]2[N:9]=[C:8]([CH3:16])[CH:7]=1)[CH2:4][CH3:5])[CH3:2].[I:17]N1C(=O)CCC1=O. Product: [CH2:1]([CH:3]([C:6]1[N:11]2[N:12]=[C:13]([CH3:15])[C:14]([I:17])=[C:10]2[N:9]=[C:8]([CH3:16])[CH:7]=1)[CH2:4][CH3:5])[CH3:2]. The catalyst class is: 245.